From a dataset of Catalyst prediction with 721,799 reactions and 888 catalyst types from USPTO. Predict which catalyst facilitates the given reaction. (1) Reactant: [F-:1].[K+].Cl[C:4]1[N:8]([CH3:9])[N:7]=[C:6]([CH:10]([F:12])[F:11])[C:5]=1[CH:13]=[O:14].O. Product: [F:1][C:4]1[N:8]([CH3:9])[N:7]=[C:6]([CH:10]([F:12])[F:11])[C:5]=1[CH:13]=[O:14]. The catalyst class is: 3. (2) Reactant: [OH:1][C:2]1[C:15]2[C:14](=[O:16])[C:13]3[C:8](=[CH:9][CH:10]=[CH:11][C:12]=3[OH:17])[C:7](=[O:18])[C:6]=2[CH:5]=[C:4]([C:19]([OH:21])=[O:20])[CH:3]=1.[C:22](Cl)(=[O:26])[CH2:23][CH2:24][CH3:25].C([O:31][CH2:32][CH3:33])(=O)C.ClCCl.N1C=CC=[CH:39][CH:38]=1. Product: [C:22]([O:1][C:2]1[C:15]2[C:14](=[O:16])[C:13]3[C:8](=[CH:9][CH:10]=[CH:11][C:12]=3[O:17][C:32](=[O:31])[CH2:33][CH2:38][CH3:39])[C:7](=[O:18])[C:6]=2[CH:5]=[C:4]([C:19]([OH:21])=[O:20])[CH:3]=1)(=[O:26])[CH2:23][CH2:24][CH3:25]. The catalyst class is: 6. (3) Reactant: [CH2:1]([O:3][C:4](=[O:13])[C:5]1[CH:10]=[CH:9][C:8](Br)=[CH:7][C:6]=1[CH3:12])[CH3:2].[C:14]1([OH:20])[CH:19]=[CH:18][CH:17]=[CH:16][CH:15]=1.C([O-])([O-])=O.[Cs+].[Cs+].C(OCC)(=O)C. Product: [CH2:1]([O:3][C:4](=[O:13])[C:5]1[CH:10]=[CH:9][C:8]([O:20][C:14]2[CH:19]=[CH:18][CH:17]=[CH:16][CH:15]=2)=[CH:7][C:6]=1[CH3:12])[CH3:2]. The catalyst class is: 11. (4) Reactant: [N:1]1[CH:6]=[CH:5][C:4]([CH2:7][C:8]2[C:17]3[C:12](=[CH:13][CH:14]=[CH:15][CH:16]=3)[C:11](=O)[NH:10][N:9]=2)=[CH:3][CH:2]=1.Cl.O1CCOCC1.P(Cl)(Cl)([Cl:28])=O.C([O-])(O)=O.[Na+]. Product: [Cl:28][C:11]1[C:12]2[C:17](=[CH:16][CH:15]=[CH:14][CH:13]=2)[C:8]([CH2:7][C:4]2[CH:5]=[CH:6][N:1]=[CH:2][CH:3]=2)=[N:9][N:10]=1. The catalyst class is: 47. (5) Reactant: [Br-].[CH:2]1([Zn+])[CH2:4][CH2:3]1.Br[C:7]1[C:8]([N:25]2[CH2:30][CH2:29][N:28]([C:31]([O:33][C:34]([CH3:37])([CH3:36])[CH3:35])=[O:32])[CH2:27][CH2:26]2)=[C:9]2[CH:15]=[N:14][N:13]([CH2:16][C:17]3[CH:22]=[CH:21][C:20]([O:23][CH3:24])=[CH:19][CH:18]=3)[C:10]2=[N:11][CH:12]=1.[NH4+].[Cl-]. Product: [CH:2]1([C:7]2[C:8]([N:25]3[CH2:26][CH2:27][N:28]([C:31]([O:33][C:34]([CH3:37])([CH3:36])[CH3:35])=[O:32])[CH2:29][CH2:30]3)=[C:9]3[CH:15]=[N:14][N:13]([CH2:16][C:17]4[CH:18]=[CH:19][C:20]([O:23][CH3:24])=[CH:21][CH:22]=4)[C:10]3=[N:11][CH:12]=2)[CH2:4][CH2:3]1. The catalyst class is: 176. (6) Reactant: [CH2:1]([O:3][C:4]1[CH:8]=[C:7]([NH2:9])[N:6]([C:10]2[CH:15]=[CH:14][CH:13]=[CH:12][CH:11]=2)[N:5]=1)[CH3:2].[OH-].[Na+].[C:18](Cl)(=[O:26])[O:19][C:20]1[CH:25]=[CH:24][CH:23]=[CH:22][CH:21]=1. Product: [CH2:1]([O:3][C:4]1[CH:8]=[C:7]([NH:9][C:18](=[O:26])[O:19][C:20]2[CH:25]=[CH:24][CH:23]=[CH:22][CH:21]=2)[N:6]([C:10]2[CH:15]=[CH:14][CH:13]=[CH:12][CH:11]=2)[N:5]=1)[CH3:2]. The catalyst class is: 25. (7) Reactant: Br[CH:2]([CH3:6])[C:3](=O)[CH3:4].[NH2:7][C:8]1[CH:13]=[CH:12][C:11]([N+:14]([O-:16])=[O:15])=[CH:10][N:9]=1. Product: [CH3:4][C:3]1[N:7]=[C:8]2[CH:13]=[CH:12][C:11]([N+:14]([O-:16])=[O:15])=[CH:10][N:9]2[C:2]=1[CH3:6]. The catalyst class is: 13.